Task: Predict the product of the given reaction.. Dataset: Forward reaction prediction with 1.9M reactions from USPTO patents (1976-2016) (1) The product is: [CH:1]1([C:7]2[CH:20]=[CH:19][C:10]([O:11][CH2:12][CH:13]3[O:17][C:16]4=[N:18][C:21](=[O:24])[CH2:22][CH2:23][N:15]4[CH2:14]3)=[CH:9][CH:8]=2)[CH2:2][CH2:3][CH2:4][CH2:5][CH2:6]1. Given the reactants [CH:1]1([C:7]2[CH:20]=[CH:19][C:10]([O:11][CH2:12][CH:13]3[O:17][C:16]([NH2:18])=[N:15][CH2:14]3)=[CH:9][CH:8]=2)[CH2:6][CH2:5][CH2:4][CH2:3][CH2:2]1.[C:21](OCC)(=[O:24])[CH:22]=[CH2:23].CCCCCCC, predict the reaction product. (2) Given the reactants [CH2:1]([C:5]1[CH:6]=[CH:7][C:8]2[CH2:14][CH2:13][CH2:12][O:11][CH2:10][C:9]=2[CH:15]=1)[CH:2]([CH3:4])[CH3:3], predict the reaction product. The product is: [CH2:1]([C:5]1[CH:6]=[CH:7][C:8]([CH2:14][CH2:13][CH2:12][OH:11])=[C:9]([CH3:10])[CH:15]=1)[CH:2]([CH3:4])[CH3:3]. (3) Given the reactants Br[CH2:2][CH2:3][CH2:4][CH2:5][CH2:6][C:7]([NH:9][CH2:10][C:11]1[CH:16]=[CH:15][CH:14]=[CH:13][N:12]=1)=[O:8].[CH3:17][O:18][C:19]1[CH:24]=[CH:23][C:22]([C:25]2[CH:30]=[CH:29][CH:28]=[CH:27][C:26]=2[N:31]2[CH2:36][CH2:35][NH:34][CH2:33][CH2:32]2)=[CH:21][CH:20]=1.C([O-])([O-])=O.[K+].[K+], predict the reaction product. The product is: [CH3:17][O:18][C:19]1[CH:20]=[CH:21][C:22]([C:25]2[CH:30]=[CH:29][CH:28]=[CH:27][C:26]=2[N:31]2[CH2:36][CH2:35][N:34]([CH2:2][CH2:3][CH2:4][CH2:5][CH2:6][C:7]([NH:9][CH2:10][C:11]3[CH:16]=[CH:15][CH:14]=[CH:13][N:12]=3)=[O:8])[CH2:33][CH2:32]2)=[CH:23][CH:24]=1. (4) Given the reactants C([O:8][C:9]([N:11]1[CH2:15][CH:14]([OH:16])[CH2:13][CH:12]1[C:17]([C:19]1[C:27]2[C:22](=[CH:23][C:24]([F:28])=[CH:25][CH:26]=2)[NH:21][CH:20]=1)=[O:18])=[O:10])C1C=CC=CC=1.[CH3:29][C:30](OC(OC(O[C:30]([CH3:32])([CH3:31])[CH3:29])=O)=O)([CH3:32])[CH3:31].[H][H], predict the reaction product. The product is: [C:30]([O:8][C:9]([N:11]1[CH2:15][CH:14]([OH:16])[CH2:13][CH:12]1[C:17]([C:19]1[C:27]2[C:22](=[CH:23][C:24]([F:28])=[CH:25][CH:26]=2)[NH:21][CH:20]=1)=[O:18])=[O:10])([CH3:32])([CH3:31])[CH3:29]. (5) Given the reactants [NH2:1][CH:2]1[CH2:7][CH2:6][CH2:5][N:4]([C:8]([O:10][C:11]([CH3:14])([CH3:13])[CH3:12])=[O:9])[CH2:3]1.N1C=CC=CC=1.Cl[C:22]([O:24][CH2:25][C:26]([Cl:29])([Cl:28])[Cl:27])=[O:23].O, predict the reaction product. The product is: [Cl:27][C:26]([Cl:29])([Cl:28])[CH2:25][O:24][C:22]([NH:1][CH:2]1[CH2:7][CH2:6][CH2:5][N:4]([C:8]([O:10][C:11]([CH3:14])([CH3:13])[CH3:12])=[O:9])[CH2:3]1)=[O:23]. (6) Given the reactants C(OC(=O)[NH:7][CH:8]1[CH2:13][CH2:12][N:11]([CH2:14][CH2:15][N:16]2[C:25]3[C:20](=[CH:21][C:22]([C:26]#[N:27])=[CH:23][CH:24]=3)[N:19]=[CH:18][C:17]2=[O:28])[CH2:10][CH2:9]1)(C)(C)C.C(O)(C(F)(F)F)=O, predict the reaction product. The product is: [NH2:7][CH:8]1[CH2:13][CH2:12][N:11]([CH2:14][CH2:15][N:16]2[C:25]3[C:20](=[CH:21][C:22]([C:26]#[N:27])=[CH:23][CH:24]=3)[N:19]=[CH:18][C:17]2=[O:28])[CH2:10][CH2:9]1.